From a dataset of Reaction yield outcomes from USPTO patents with 853,638 reactions. Predict the reaction yield, written as a fraction of the theoretical maximum amount of product (1.0 means a 100% yield; for example, 0.34 means a 34% yield). (1) The reactants are Br[C:2]1[CH:14]=[CH:13][C:12]2[C:11]3[C:6](=[CH:7][C:8](Br)=[CH:9][CH:10]=3)[CH2:5][C:4]=2[CH:3]=1.[C:16]1(B(O)O)[CH:21]=[CH:20][CH:19]=[CH:18][CH:17]=1.[OH-].[Ba+2].[OH-].[Cl-].[Na+]. The catalyst is C1(C)C=CC=CC=1.O.O1CCOCC1. The product is [C:16]1([C:2]2[CH:14]=[CH:13][C:12]3[C:11]4[C:6](=[CH:7][C:8]([C:2]5[CH:14]=[CH:13][CH:12]=[CH:4][CH:3]=5)=[CH:9][CH:10]=4)[CH2:5][C:4]=3[CH:3]=2)[CH:21]=[CH:20][CH:19]=[CH:18][CH:17]=1. The yield is 0.800. (2) The reactants are [CH3:1][C:2]1[CH:12]=[CH:11][C:5]([CH:6]=[CH:7][C:8]([OH:10])=O)=[CH:4][CH:3]=1.C(Cl)(=O)C(Cl)=O.[CH3:19][N:20]([CH3:36])[CH:21]1[CH2:25][CH2:24][N:23]([C:26]2[S:27][C:28]3[CH:34]=[C:33]([NH2:35])[CH:32]=[CH:31][C:29]=3[N:30]=2)[CH2:22]1. The catalyst is CN(C=O)C.C(Cl)Cl. The product is [CH3:19][N:20]([CH3:36])[CH:21]1[CH2:25][CH2:24][N:23]([C:26]2[S:27][C:28]3[CH:34]=[C:33]([NH:35][C:8](=[O:10])[CH:7]=[CH:6][C:5]4[CH:4]=[CH:3][C:2]([CH3:1])=[CH:12][CH:11]=4)[CH:32]=[CH:31][C:29]=3[N:30]=2)[CH2:22]1. The yield is 0.620.